From a dataset of Experimentally validated miRNA-target interactions with 360,000+ pairs, plus equal number of negative samples. Binary Classification. Given a miRNA mature sequence and a target amino acid sequence, predict their likelihood of interaction. (1) The miRNA is hsa-let-7c-3p with sequence CUGUACAACCUUCUAGCUUUCC. The protein sequence of the target gene is MSWRGRSTYRPRPRRYVEPPEMIGPMRPEQFSDEVEPATPEEGEPATQRQDPAAAQEGEDEGASAGQGPKPEAHSQEQGHPQTGCECEDGPDGQEMDPPNPEEVKTPEEGEKQSQC. Result: 0 (no interaction). (2) The miRNA is hsa-miR-1299 with sequence UUCUGGAAUUCUGUGUGAGGGA. The protein sequence of the target gene is MSTTLLSPFYDIDFLCKTEKSLANLNLNNMLDKKAVGTPVAAAPSSSFTPGFLRRHSASNLHALAHPVPSPGSCSPKFPGAPNGGGSSCGPAGGGGLASYGQLKEPSGGSGTALVTKESKFRDRSFSENGERSQHLLHLQQQQKGGSGSQINSTRYKTELCRPFEESGTCKYGEKCQFAHGFHELRSLTRHPKYKTELCRTFHTIGFCPYGPRCHFIHNADERRPAPSGGGGASGDLRAFGARDALHLGFAREPRPKLHHSLSFSGFPSGHHQPPGGLESPLLLDSPTSRTPPPPSSSAS.... Result: 0 (no interaction). (3) The miRNA is mmu-miR-1941-5p with sequence AGGGAGAUGCUGGUACAGAGGCUU. The protein sequence of the target gene is MLKRGRGRPGKRRRRVSIETSTCFRPACVKLGAGAGANLRQLASSRRPLRSWWVLYTIIMAAAGAPDGMEEPGMDTEAEAVATEAPARPLNCVEAEAAVGAAAEDSCDARGNLQPAPAQPPGDPAAQASVSNGEDAGGGVGKELVDLKIIWNKTKHDVKVPLDSTGSELKQKIHSITGLPPAMQKVMYKGLVPEDKTLREIKVTSGAKIMVVGSTINDVLAVNTPKDAAQQDAKAEENKKEPLCRQKQHRKVLDKGKPEDVMPSVKGAQERLPTVPLSGMYNKSGGKVRLTFKLEQDQLW.... Result: 0 (no interaction). (4) The miRNA is mmu-miR-497a-5p with sequence CAGCAGCACACUGUGGUUUGUA. The protein sequence of the target gene is MAKRVAEKELTDRNWDEEDEVEEMGTFSVASEEVMKNRAVKKAKRRNVGFESDSGGAFKGFKGLVVPSGGGGFSGFGGSGGKPLEGLTNGNSTDNATPFSNVKTAAEPKAAFGSFAVNGPTTLVDKKISSPKCNNSNQPPSSGPASSTACPGNAYHKQLAGLNCSVRDWIVKHVNTNPLCDLTPIFKDYERYLATIEKQLENGGGSSSESQTDRATAGMEPPSLFGSTKLQQESPFSFHGNKAEDTSEKVEFTAEKKSDAAQGATSASFSFGKKIESSALGSLSSGSLTGFSFSAGSSSL.... Result: 0 (no interaction). (5) Result: 0 (no interaction). The protein sequence of the target gene is MSTAVLENPGLGRKLSDFGQETSYIEDNCNQNGAISLIFSLKEEVGALAKVLRLFEENDVNLTHIESRPSRLKKDEYEFFTHLDKRSLPALTNIIKILRHDIGATVHELSRDKKKDTVPWFPRTIQELDRFANQILSYGAELDADHPGFKDPVYRARRKQFADIAYNYRHGQPIPRVEYMEEEKKTWGTVFKTLKSLYKTHACYEYNHIFPLLEKYCGFHEDNIPQLEDVSQFLQTCTGFRLRPVAGLLSSRDFLGGLAFRVFHCTQYIRHGSKPMYTPEPDICHELLGHVPLFSDRSFA.... The miRNA is mmu-miR-544-3p with sequence AUUCUGCAUUUUUAGCAAGCUC. (6) The miRNA is hsa-miR-617 with sequence AGACUUCCCAUUUGAAGGUGGC. The protein sequence of the target gene is MENQPVRWRALPGLPRPPGLPAAPWLLLGVLLLPGTLRLAGGQSVTHTGLPIMASLANTAISFSCRITYPYTPQFKVFTVSYFHEDLQGQRSPKKPTNCHPGLGTENQSHTLDCQVTLVLPGASATGTYYCSVHWPHSTVRGSGTFILVRDAGYREPPQSPQKLLLFGFTGLLSVLSVVGTALLLWNKKRMRGPGKDPTRKCPDPRSASSPKQHPSESVYTALQRRETEVYACIENEDGSSPTAKQSPLSQERPHRFEDDGELNLVYENL. Result: 1 (interaction).